Predict the product of the given reaction. From a dataset of Forward reaction prediction with 1.9M reactions from USPTO patents (1976-2016). (1) Given the reactants [NH2:1][C:2]1[CH:3]=[C:4]([CH:28]=[CH:29][CH:30]=1)[CH2:5][NH:6][C:7]1[CH:8]=[C:9]2[C:14](=[CH:15][CH:16]=1)[N:13]=[CH:12][C:11]([C:17]#[N:18])=[C:10]2[NH:19][C:20]1[CH:25]=[CH:24][C:23]([F:26])=[C:22]([Cl:27])[CH:21]=1.C(N(CC)CC)C.[CH3:38][S:39](Cl)(=[O:41])=[O:40], predict the reaction product. The product is: [Cl:27][C:22]1[CH:21]=[C:20]([NH:19][C:10]2[C:9]3[C:14](=[CH:15][CH:16]=[C:7]([NH:6][CH2:5][C:4]4[CH:3]=[C:2]([NH:1][S:39]([CH3:38])(=[O:41])=[O:40])[CH:30]=[CH:29][CH:28]=4)[CH:8]=3)[N:13]=[CH:12][C:11]=2[C:17]#[N:18])[CH:25]=[CH:24][C:23]=1[F:26]. (2) Given the reactants [CH2:1]=O.[NH:3]1[CH2:8][CH2:7][O:6][CH2:5][CH2:4]1.[NH:9]1[C:17]2[C:12](=[CH:13][CH:14]=[CH:15][CH:16]=2)[CH:11]=[C:10]1[C:18]1[C:19](=[O:30])[NH:20][N:21]=[C:22]([C:24]2[CH:29]=[CH:28][N:27]=[CH:26][CH:25]=2)[CH:23]=1.[OH-].[Na+], predict the reaction product. The product is: [N:3]1([CH2:1][C:11]2[C:12]3[C:17](=[CH:16][CH:15]=[CH:14][CH:13]=3)[NH:9][C:10]=2[C:18]2[C:19](=[O:30])[NH:20][N:21]=[C:22]([C:24]3[CH:29]=[CH:28][N:27]=[CH:26][CH:25]=3)[CH:23]=2)[CH2:8][CH2:7][O:6][CH2:5][CH2:4]1. (3) Given the reactants [CH2:1]([O:8][C:9]([N:11]1[C:19]2[C:14](=[CH:15][CH:16]=[CH:17][CH:18]=2)[CH2:13][C@H:12]1[C:20]([OH:22])=O)=[O:10])[C:2]1[CH:7]=[CH:6][CH:5]=[CH:4][CH:3]=1.[CH2:23]([NH2:26])[CH2:24][CH3:25], predict the reaction product. The product is: [CH2:23]([NH:26][C:20]([C@@H:12]1[CH2:13][C:14]2[C:19](=[CH:18][CH:17]=[CH:16][CH:15]=2)[N:11]1[C:9]([O:8][CH2:1][C:2]1[CH:7]=[CH:6][CH:5]=[CH:4][CH:3]=1)=[O:10])=[O:22])[CH2:24][CH3:25]. (4) Given the reactants [CH:1]1([CH2:6][C@H:7]([CH2:18][C:19]([O:21][C:22]([CH3:25])([CH3:24])[CH3:23])=[O:20])[C:8]([N:10]2[CH:14]([C:15](O)=[O:16])[CH2:13][CH:12]=[N:11]2)=[O:9])[CH2:5][CH2:4][CH2:3][CH2:2]1.C[CH2:27][N:28](C(C)C)[CH:29](C)C.C(Cl)CCl.CNC, predict the reaction product. The product is: [CH:1]1([CH2:6][C@@H:7]([C:8]([N:10]2[CH:14]([C:15]([N:28]([CH3:29])[CH3:27])=[O:16])[CH2:13][CH:12]=[N:11]2)=[O:9])[CH2:18][C:19]([O:21][C:22]([CH3:25])([CH3:24])[CH3:23])=[O:20])[CH2:5][CH2:4][CH2:3][CH2:2]1. (5) The product is: [NH2:1][C:2]1[C:11]([C:20]#[C:19][C:13]2[CH:18]=[CH:17][CH:16]=[CH:15][CH:14]=2)=[N:10][CH:9]=[CH:8][C:3]=1[C:4]([O:6][CH3:7])=[O:5]. Given the reactants [NH2:1][C:2]1[C:11](Cl)=[N:10][CH:9]=[CH:8][C:3]=1[C:4]([O:6][CH3:7])=[O:5].[C:13]1([C:19]#[CH:20])[CH:18]=[CH:17][CH:16]=[CH:15][CH:14]=1, predict the reaction product.